From a dataset of NCI-60 drug combinations with 297,098 pairs across 59 cell lines. Regression. Given two drug SMILES strings and cell line genomic features, predict the synergy score measuring deviation from expected non-interaction effect. Drug 1: CC12CCC3C(C1CCC2=O)CC(=C)C4=CC(=O)C=CC34C. Drug 2: C1CC(=O)NC(=O)C1N2C(=O)C3=CC=CC=C3C2=O. Cell line: OVCAR-5. Synergy scores: CSS=30.6, Synergy_ZIP=1.13, Synergy_Bliss=4.08, Synergy_Loewe=3.77, Synergy_HSA=3.46.